Dataset: NCI-60 drug combinations with 297,098 pairs across 59 cell lines. Task: Regression. Given two drug SMILES strings and cell line genomic features, predict the synergy score measuring deviation from expected non-interaction effect. (1) Drug 1: CC1=C(C=C(C=C1)NC2=NC=CC(=N2)N(C)C3=CC4=NN(C(=C4C=C3)C)C)S(=O)(=O)N.Cl. Drug 2: C(CC(=O)O)C(=O)CN.Cl. Cell line: UACC62. Synergy scores: CSS=1.16, Synergy_ZIP=-1.34, Synergy_Bliss=-4.22, Synergy_Loewe=-3.19, Synergy_HSA=-3.98. (2) Cell line: M14. Drug 2: COC1=C2C(=CC3=C1OC=C3)C=CC(=O)O2. Synergy scores: CSS=0.279, Synergy_ZIP=3.94, Synergy_Bliss=6.01, Synergy_Loewe=-4.86, Synergy_HSA=-3.60. Drug 1: C1CC(C1)(C(=O)O)C(=O)O.[NH2-].[NH2-].[Pt+2]. (3) Drug 1: CN(C)C1=NC(=NC(=N1)N(C)C)N(C)C. Drug 2: CN(CCCl)CCCl.Cl. Cell line: OVCAR-5. Synergy scores: CSS=-0.705, Synergy_ZIP=0.215, Synergy_Bliss=0.701, Synergy_Loewe=-6.56, Synergy_HSA=-3.61. (4) Drug 1: C1=NC2=C(N1)C(=S)N=C(N2)N. Drug 2: CC(C)NC(=O)C1=CC=C(C=C1)CNNC.Cl. Cell line: SK-MEL-5. Synergy scores: CSS=18.8, Synergy_ZIP=-2.67, Synergy_Bliss=0.620, Synergy_Loewe=-15.9, Synergy_HSA=-2.36.